Dataset: Reaction yield outcomes from USPTO patents with 853,638 reactions. Task: Predict the reaction yield, written as a fraction of the theoretical maximum amount of product (1.0 means a 100% yield; for example, 0.34 means a 34% yield). (1) The reactants are Cl[C:2]([O:4][C:5]1[CH:10]=[CH:9][C:8]([N+:11]([O-:13])=[O:12])=[CH:7][CH:6]=1)=[O:3].[F:14][C:15]1[CH:16]=[C:17]([CH:22]2[NH:27][C:26]([O:28][CH3:29])=[N:25][C:24]([CH3:30])=[C:23]2[C:31]([O:33][CH3:34])=[O:32])[CH:18]=[CH:19][C:20]=1[F:21]. The catalyst is CN(C)C1C=CN=CC=1.C(Cl)Cl. The product is [F:14][C:15]1[CH:16]=[C:17]([CH:22]2[N:27]([C:2]([O:4][C:5]3[CH:10]=[CH:9][C:8]([N+:11]([O-:13])=[O:12])=[CH:7][CH:6]=3)=[O:3])[C:26]([O:28][CH3:29])=[N:25][C:24]([CH3:30])=[C:23]2[C:31]([O:33][CH3:34])=[O:32])[CH:18]=[CH:19][C:20]=1[F:21]. The yield is 0.850. (2) The reactants are [C:1]1([NH:7][S:8]([CH3:11])(=[O:10])=[O:9])[CH:6]=[CH:5][CH:4]=[CH:3][CH:2]=1.Br[CH2:13][C:14]([O:16][CH3:17])=[O:15]. No catalyst specified. The product is [CH3:17][O:16][C:14](=[O:15])[CH2:13][N:7]([S:8]([CH3:11])(=[O:10])=[O:9])[C:1]1[CH:2]=[CH:3][CH:4]=[CH:5][CH:6]=1. The yield is 0.530. (3) The reactants are [CH3:1][O-:2].[Na+].[Cl:4][C:5]1[C:14]([CH2:15][C:16](Cl)(Cl)Cl)=[C:13]2[C:8]([N:9]=[CH:10][C:11]([CH3:20])=[N:12]2)=[CH:7][CH:6]=1.S(=O)(=O)(O)[OH:22]. The catalyst is CO. The product is [CH3:1][O:2][C:16](=[O:22])[CH2:15][C:14]1[C:5]([Cl:4])=[CH:6][CH:7]=[C:8]2[C:13]=1[N:12]=[C:11]([CH3:20])[CH:10]=[N:9]2. The yield is 0.460.